This data is from Catalyst prediction with 721,799 reactions and 888 catalyst types from USPTO. The task is: Predict which catalyst facilitates the given reaction. (1) Reactant: [F:1][C:2]1[CH:7]=[CH:6][C:5]([N:8]2[C:12]([O:13][CH:14]([CH3:16])[CH3:15])=[C:11]([NH2:17])[CH:10]=[N:9]2)=[CH:4][CH:3]=1.[CH3:18][C:19]1[N:20]([CH:28]([CH3:32])[C:29](O)=[O:30])[CH:21]=[C:22]([C:24]([F:27])([F:26])[F:25])[N:23]=1.CN(C(ON1N=NC2C=CC=NC1=2)=[N+](C)C)C.F[P-](F)(F)(F)(F)F.CCN(CC)CC. Product: [CH:14]([O:13][C:12]1[N:8]([C:5]2[CH:4]=[CH:3][C:2]([F:1])=[CH:7][CH:6]=2)[N:9]=[CH:10][C:11]=1[NH:17][C:29](=[O:30])[CH:28]([N:20]1[CH:21]=[C:22]([C:24]([F:25])([F:27])[F:26])[N:23]=[C:19]1[CH3:18])[CH3:32])([CH3:15])[CH3:16]. The catalyst class is: 754. (2) Reactant: [N:1]1([C:7]2[N:8]=[C:9]([CH2:14][C:15]([O-:17])=O)[NH:10][C:11](=[O:13])[CH:12]=2)[CH2:6][CH2:5][O:4][CH2:3][CH2:2]1.[Na+].[CH:19]([CH:22]1[CH2:30][C:29]2[C:24](=[CH:25][CH:26]=[CH:27][CH:28]=2)[NH:23]1)([CH3:21])[CH3:20].Cl.CN(C)CCCN=C=NCC. Product: [CH:19]([CH:22]1[CH2:30][C:29]2[C:24](=[CH:25][CH:26]=[CH:27][CH:28]=2)[N:23]1[C:15](=[O:17])[CH2:14][C:9]1[NH:10][C:11](=[O:13])[CH:12]=[C:7]([N:1]2[CH2:2][CH2:3][O:4][CH2:5][CH2:6]2)[N:8]=1)([CH3:21])[CH3:20]. The catalyst class is: 672. (3) Reactant: [CH3:1][C:2]1[N:11]=[CH:10][C:9]2[C:4](=[CH:5][CH:6]=[CH:7][C:8]=2F)[N:3]=1.C(N(CC)CC)C.[NH:20]1[CH2:25][CH2:24][NH:23][CH2:22][CH2:21]1.O. Product: [CH3:1][C:2]1[N:11]=[CH:10][C:9]2[C:4](=[CH:5][CH:6]=[CH:7][C:8]=2[N:20]2[CH2:25][CH2:24][NH:23][CH2:22][CH2:21]2)[N:3]=1. The catalyst class is: 9. (4) Reactant: [CH:1]([N:5]1[CH2:13][C:12]2[C:11](Cl)=[N:10][C:9]([Cl:15])=[N:8][C:7]=2[C:6]1=[O:16])([CH2:3][CH3:4])[CH3:2].[F:17][C:18]1[CH:23]=[CH:22][C:21]([CH2:24][C:25]([CH3:28])([NH2:27])[CH3:26])=[CH:20][CH:19]=1.CCN(C(C)C)C(C)C. Product: [CH:1]([N:5]1[CH2:13][C:12]2[C:11]([NH:27][C:25]([CH3:28])([CH3:26])[CH2:24][C:21]3[CH:22]=[CH:23][C:18]([F:17])=[CH:19][CH:20]=3)=[N:10][C:9]([Cl:15])=[N:8][C:7]=2[C:6]1=[O:16])([CH2:3][CH3:4])[CH3:2]. The catalyst class is: 26. (5) Reactant: [C:1]([NH:4][C:5]1[C:15]([CH3:16])=[CH:14][C:8]([C:9]([O:11][CH2:12][CH3:13])=[O:10])=[CH:7][C:6]=1[NH2:17])(=O)[CH3:2].OS(O)(=O)=O. The catalyst class is: 14. Product: [CH3:2][C:1]1[NH:17][C:6]2[CH:7]=[C:8]([C:9]([O:11][CH2:12][CH3:13])=[O:10])[CH:14]=[C:15]([CH3:16])[C:5]=2[N:4]=1.